This data is from Full USPTO retrosynthesis dataset with 1.9M reactions from patents (1976-2016). The task is: Predict the reactants needed to synthesize the given product. (1) Given the product [C:21]([NH:18][C:5]1[C:6]2[C:11](=[CH:10][CH:9]=[CH:8][CH:7]=2)[CH:12]=[C:3]([O:2][CH3:1])[CH:4]=1)([O:47][CH2:40][C:41]1[CH:46]=[CH:45][CH:44]=[CH:43][CH:42]=1)=[O:30], predict the reactants needed to synthesize it. The reactants are: [CH3:1][O:2][C:3]1[C:4](C(O)=O)=[CH:5][C:6]2[C:11]([CH:12]=1)=[CH:10][CH:9]=[CH:8][CH:7]=2.CC[N:18]([CH2:21]C)CC.C1(P(N=[N+]=[N-])(C2C=CC=CC=2)=[O:30])C=CC=CC=1.[CH2:40]([OH:47])[C:41]1[CH:46]=[CH:45][CH:44]=[CH:43][CH:42]=1. (2) Given the product [CH3:24][NH:25][C:26]1[C:31]([C:2]2[CH:7]=[CH:6][N:5]=[C:4]3[NH:8][C:9]([C:11]4[CH2:16][CH2:15][N:14]([C:17]([O:19][C:20]([CH3:23])([CH3:22])[CH3:21])=[O:18])[CH2:13][CH:12]=4)=[CH:10][C:3]=23)=[CH:30][CH:29]=[CH:28][N:27]=1, predict the reactants needed to synthesize it. The reactants are: Br[C:2]1[CH:7]=[CH:6][N:5]=[C:4]2[NH:8][C:9]([C:11]3[CH2:16][CH2:15][N:14]([C:17]([O:19][C:20]([CH3:23])([CH3:22])[CH3:21])=[O:18])[CH2:13][CH:12]=3)=[CH:10][C:3]=12.[CH3:24][NH:25][C:26]1[C:31](B2OC(C)(C)C(C)(C)O2)=[CH:30][CH:29]=[CH:28][N:27]=1.C1(P(C2CCCCC2)C2CCCCC2)CCCCC1.C(=O)([O-])[O-].[Cs+].[Cs+]. (3) The reactants are: C(OC([N:11]1[CH2:17][C@@H:16]2[C@@:13]([NH:20][C:21]([O:23][C:24]([CH3:27])([CH3:26])[CH3:25])=[O:22])([CH2:14][CH:15]2[CH2:18][F:19])[CH2:12]1)=O)C1C=CC=CC=1.[H][H]. Given the product [C:24]([O:23][C:21]([NH:20][C@@:13]12[CH2:14][CH:15]([CH2:18][F:19])[C@@H:16]1[CH2:17][NH:11][CH2:12]2)=[O:22])([CH3:27])([CH3:26])[CH3:25], predict the reactants needed to synthesize it. (4) The reactants are: Br[Zn]C[Zn]C[Zn]Br.C1OCCC1.B(F)(F)F.CCO[CH2:20][CH3:21].[F:22][C:23]1[CH:30]=[C:29]([N+:31]([O-:33])=[O:32])[CH:28]=[CH:27][C:24]=1C=O.Cl. Given the product [F:22][C:23]1[CH:30]=[C:29]([N+:31]([O-:33])=[O:32])[CH:28]=[CH:27][C:24]=1[CH:20]=[CH2:21], predict the reactants needed to synthesize it. (5) Given the product [ClH:1].[CH3:8][S:9]([C:12]1[CH:17]=[CH:16][C:15]([C:18]2[C:19]([CH2:30][C:31]3[CH:36]=[CH:35][C:34]([O:37][CH2:38][CH2:39][N:40]4[CH2:45][CH2:44][CH2:43][CH2:42][CH2:41]4)=[CH:33][CH:32]=3)=[C:20]3[C:25](=[CH:26][CH:27]=2)[CH:24]=[C:23]([OH:28])[CH:22]=[CH:21]3)=[CH:14][CH:13]=1)(=[O:11])=[O:10], predict the reactants needed to synthesize it. The reactants are: [ClH:1].N1C=CC=CC=1.[CH3:8][S:9]([C:12]1[CH:17]=[CH:16][C:15]([C:18]2[CH:27]=[CH:26][C:25]3[C:20](=[CH:21][CH:22]=[C:23]([O:28]C)[CH:24]=3)[C:19]=2[CH2:30][C:31]2[CH:36]=[CH:35][C:34]([O:37][CH2:38][CH2:39][N:40]3[CH2:45][CH2:44][CH2:43][CH2:42][CH2:41]3)=[CH:33][CH:32]=2)=[CH:14][CH:13]=1)(=[O:11])=[O:10]. (6) Given the product [C@H:3]12[O:25][C@H:4]1[CH2:5][O:1][C@@H:2]2[C@@H:6]([CH:19]([F:20])[F:21])[CH2:7][NH:8][C:9](=[O:18])[O:10][CH2:11][C:12]1[CH:17]=[CH:16][CH:15]=[CH:14][CH:13]=1, predict the reactants needed to synthesize it. The reactants are: [O:1]1[CH2:5][CH:4]=[CH:3][C@H:2]1[C@@H:6]([CH:19]([F:21])[F:20])[CH2:7][NH:8][C:9](=[O:18])[O:10][CH2:11][C:12]1[CH:17]=[CH:16][CH:15]=[CH:14][CH:13]=1.FC(F)(F)C(C)=[O:25].C(=O)([O-])[O-].[Na+].[Na+].OOS([O-])=O.[K+]. (7) Given the product [CH2:3]([C:5]1[N:6]=[N+:7]([O-:25])[C:8]2[CH:17]=[C:16]3[C:12]([CH2:13][CH:14]([CH2:18][N:19]4[CH2:20][CH2:21][O:22][CH2:23][CH2:24]4)[CH2:15]3)=[CH:11][C:9]=2[N+:10]=1[O-:27])[CH3:4], predict the reactants needed to synthesize it. The reactants are: OO.[CH2:3]([C:5]1[N:6]=[N+:7]([O-:25])[C:8]2[CH:17]=[C:16]3[C:12]([CH2:13][CH:14]([CH2:18][N:19]4[CH2:24][CH2:23][O:22][CH2:21][CH2:20]4)[CH2:15]3)=[CH:11][C:9]=2[N:10]=1)[CH3:4].C(OC(C(F)(F)F)=O)(C(F)(F)F)=[O:27].C(O)(C(F)(F)F)=O.C([O-])([O-])=O.[Na+].[Na+].